Dataset: Catalyst prediction with 721,799 reactions and 888 catalyst types from USPTO. Task: Predict which catalyst facilitates the given reaction. Reactant: [Cl:1][C:2]1[CH:7]=[C:6]([O:8]C)[N:5]=[C:4]([CH2:10][C:11]([N:13]2[C:21]3[C:16](=[C:17]([F:22])[CH:18]=[CH:19][CH:20]=3)[CH2:15][CH2:14]2)=[O:12])[N:3]=1.[I-].[K+].C(#N)C.C[Si](C)(C)Cl. Product: [Cl:1][C:2]1[N:3]=[C:4]([CH2:10][C:11]([N:13]2[C:21]3[C:16](=[C:17]([F:22])[CH:18]=[CH:19][CH:20]=3)[CH2:15][CH2:14]2)=[O:12])[NH:5][C:6](=[O:8])[CH:7]=1. The catalyst class is: 25.